From a dataset of Reaction yield outcomes from USPTO patents with 853,638 reactions. Predict the reaction yield, written as a fraction of the theoretical maximum amount of product (1.0 means a 100% yield; for example, 0.34 means a 34% yield). The reactants are [F:1][C:2]1[CH:3]=[C:4]([CH:7]=[C:8]([OH:11])[C:9]=1[OH:10])[CH:5]=[O:6].[C:12]([O-])([O-])=O.[Cs+].[Cs+].O. The catalyst is CN(C=O)C. The product is [F:1][C:2]1[C:9]2[O:10][CH2:12][O:11][C:8]=2[CH:7]=[C:4]([CH:5]=[O:6])[CH:3]=1. The yield is 0.490.